Predict which catalyst facilitates the given reaction. From a dataset of Catalyst prediction with 721,799 reactions and 888 catalyst types from USPTO. (1) Reactant: [CH3:1][C:2](=[CH2:5])[CH2:3][NH2:4].C(N(CC)C(C)C)(C)C.Cl[CH2:16][CH2:17][S:18](Cl)(=[O:20])=[O:19]. Product: [CH3:5][C:2](=[CH2:1])[CH2:3][NH:4][S:18]([CH:17]=[CH2:16])(=[O:20])=[O:19]. The catalyst class is: 2. (2) Reactant: [Br:1][C:2]1[CH:3]=[C:4]2[N:10]=[CH:9][NH:8][C:5]2=[N:6][CH:7]=1.C(=O)([O-])[O-].[Cs+].[Cs+].[CH:17]1([CH2:20]Br)[CH2:19][CH2:18]1. Product: [Br:1][C:2]1[CH:3]=[C:4]2[N:10]([CH2:20][CH:17]3[CH2:19][CH2:18]3)[CH:9]=[N:8][C:5]2=[N:6][CH:7]=1. The catalyst class is: 3. (3) Reactant: [CH2:1]([N:8]1[CH:12]=[C:11](B2OC(C)(C)C(C)(C)O2)[CH:10]=[N:9]1)[C:2]1[CH:7]=[CH:6][CH:5]=[CH:4][CH:3]=1.[OH-:22].[Na+].OO.O.Cl. Product: [CH2:1]([N:8]1[CH:12]=[C:11]([OH:22])[CH:10]=[N:9]1)[C:2]1[CH:7]=[CH:6][CH:5]=[CH:4][CH:3]=1. The catalyst class is: 1. (4) Reactant: I[C:2]1[CH:11]=[C:10]2[C:5]([C:6]([NH:15][CH:16]([CH3:18])[CH3:17])=[C:7]([C:12]([NH2:14])=[O:13])[N:8]=[N:9]2)=[CH:4][CH:3]=1.[CH3:19][S:20]([C:23]1[CH:28]=[CH:27][C:26](B(O)O)=[CH:25][CH:24]=1)(=[O:22])=[O:21].C([O-])([O-])=O.[K+].[K+]. Product: [CH:16]([NH:15][C:6]1[C:5]2[C:10](=[CH:11][C:2]([C:26]3[CH:27]=[CH:28][C:23]([S:20]([CH3:19])(=[O:22])=[O:21])=[CH:24][CH:25]=3)=[CH:3][CH:4]=2)[N:9]=[N:8][C:7]=1[C:12]([NH2:14])=[O:13])([CH3:18])[CH3:17]. The catalyst class is: 203. (5) Reactant: [C:1]([C:3]1[CH:8]=[CH:7][C:6]([C@H:9]2[O:14][CH2:13][C@H:12]3[CH2:15][N:16](C(OC(C)(C)C)=O)[CH2:17][CH2:18][N:11]3[CH2:10]2)=[CH:5][C:4]=1[O:26][CH3:27])#[N:2].[ClH:28]. Product: [ClH:28].[CH3:27][O:26][C:4]1[CH:5]=[C:6]([C@H:9]2[O:14][CH2:13][C@H:12]3[CH2:15][NH:16][CH2:17][CH2:18][N:11]3[CH2:10]2)[CH:7]=[CH:8][C:3]=1[C:1]#[N:2]. The catalyst class is: 12. (6) Reactant: [F:1][C:2]1[CH:9]=[CH:8][C:5]([CH:6]=O)=[CH:4][CH:3]=1.C([O-])(=O)C.[Na+].C([BH3-])#N.[Na+].Cl.[CH2:20]([O:22][C:23](=[O:30])[CH2:24][CH:25]([NH2:29])[CH:26]([CH3:28])[CH3:27])[CH3:21]. Product: [CH2:20]([O:22][C:23](=[O:30])[CH2:24][CH:25]([NH:29][CH2:6][C:5]1[CH:8]=[CH:9][C:2]([F:1])=[CH:3][CH:4]=1)[CH:26]([CH3:27])[CH3:28])[CH3:21]. The catalyst class is: 5. (7) Reactant: [CH3:1][O:2][C:3]1[CH:4]=[C:5]([C:12]2[CH:17]=[CH:16][C:15]([C:18](=[O:27])[CH2:19][C:20]([CH3:26])([CH3:25])[C:21]([O:23][CH3:24])=[O:22])=[CH:14][CH:13]=2)[CH:6]=[CH:7][C:8]=1[N+:9]([O-])=O.Cl. Product: [NH2:9][C:8]1[CH:7]=[CH:6][C:5]([C:12]2[CH:13]=[CH:14][C:15]([C:18](=[O:27])[CH2:19][C:20]([CH3:26])([CH3:25])[C:21]([O:23][CH3:24])=[O:22])=[CH:16][CH:17]=2)=[CH:4][C:3]=1[O:2][CH3:1]. The catalyst class is: 186.